The task is: Predict the reactants needed to synthesize the given product.. This data is from Full USPTO retrosynthesis dataset with 1.9M reactions from patents (1976-2016). (1) The reactants are: Br[C:2]1[CH:7]=[CH:6][CH:5]=[C:4]([CH2:8][F:9])[N:3]=1.[CH2:10]([N:14]1[N:18]=[C:17]2[CH:19]=[CH:20][C:21]([F:23])=[CH:22][C:16]2=[N:15]1)[CH2:11][C:12]#[CH:13]. Given the product [F:23][C:21]1[CH:20]=[CH:19][C:17]2=[N:18][N:14]([CH2:10][CH2:11][C:12]#[C:13][C:2]3[CH:7]=[CH:6][CH:5]=[C:4]([CH2:8][F:9])[N:3]=3)[N:15]=[C:16]2[CH:22]=1.[N:15]1[NH:14][N:18]=[C:17]2[CH:19]=[CH:20][CH:21]=[CH:22][C:16]=12, predict the reactants needed to synthesize it. (2) Given the product [CH3:38][C:23]1[C:22]([CH2:21][O:19][C:6]2[CH:7]=[CH:8][C:9]([CH2:10][CH2:11][CH2:12][CH2:13][N:14]3[CH:18]=[CH:17][N:16]=[N:15]3)=[C:4]([CH3:3])[CH:5]=2)=[CH:27][CH:26]=[C:25]([C:28]2[CH:33]=[CH:32][CH:31]=[C:30]([C:34]([F:36])([F:37])[F:35])[CH:29]=2)[N:24]=1, predict the reactants needed to synthesize it. The reactants are: [H-].[Na+].[CH3:3][C:4]1[CH:5]=[C:6]([OH:19])[CH:7]=[CH:8][C:9]=1[CH2:10][CH2:11][CH2:12][CH2:13][N:14]1[CH:18]=[CH:17][N:16]=[N:15]1.Cl[CH2:21][C:22]1[C:23]([CH3:38])=[N:24][C:25]([C:28]2[CH:33]=[CH:32][CH:31]=[C:30]([C:34]([F:37])([F:36])[F:35])[CH:29]=2)=[CH:26][CH:27]=1.O.